From a dataset of Reaction yield outcomes from USPTO patents with 853,638 reactions. Predict the reaction yield, written as a fraction of the theoretical maximum amount of product (1.0 means a 100% yield; for example, 0.34 means a 34% yield). (1) The reactants are [F:1][C:2]1[CH:28]=[CH:27][C:5]([CH2:6][N:7]2[C:19](=[O:20])[C:18]3[C:17]([O:21][CH2:22][O:23][CH3:24])=[C:16]4[C:11]([CH:12]=[CH:13][CH:14]=[N:15]4)=[C:10]([OH:25])[C:9]=3[C:8]2=[O:26])=[CH:4][CH:3]=1.C(N(C(C)C)CC)(C)C.[S:38](O[S:38]([C:41]([F:44])([F:43])[F:42])(=[O:40])=[O:39])([C:41]([F:44])([F:43])[F:42])(=[O:40])=[O:39]. The catalyst is ClCCl. The product is [F:1][C:2]1[CH:3]=[CH:4][C:5]([CH2:6][N:7]2[C:19](=[O:20])[C:18]3[C:17]([O:21][CH2:22][O:23][CH3:24])=[C:16]4[C:11]([CH:12]=[CH:13][CH:14]=[N:15]4)=[C:10]([O:25][S:38]([C:41]([F:44])([F:43])[F:42])(=[O:40])=[O:39])[C:9]=3[C:8]2=[O:26])=[CH:27][CH:28]=1. The yield is 1.00. (2) The reactants are [OH:1][N:2]=[C:3]([C:5]1[C:9]([NH:10][CH2:11][CH2:12][O:13][CH3:14])=[N:8][O:7][N:6]=1)N.[ClH:15].[Cl-].[Na+].N([O-])=O.[Na+]. The catalyst is C(OCC)(=O)C.O. The product is [OH:1][N:2]=[C:3]([Cl:15])[C:5]1[C:9]([NH:10][CH2:11][CH2:12][O:13][CH3:14])=[N:8][O:7][N:6]=1. The yield is 1.26. (3) The reactants are [NH2:1][C:2]1[O:6][N:5]=[C:4]([CH3:7])[C:3]=1[Br:8].[CH2:9]([C:17]1[CH:21]=[CH:20][S:19][C:18]=1[S:22](Cl)(=[O:24])=[O:23])[CH2:10][C:11]1[CH:16]=[CH:15][CH:14]=[CH:13][CH:12]=1. No catalyst specified. The product is [Br:8][C:3]1[C:4]([CH3:7])=[N:5][O:6][C:2]=1[NH:1][S:22]([C:18]1[S:19][CH:20]=[CH:21][C:17]=1[CH2:9][CH2:10][C:11]1[CH:12]=[CH:13][CH:14]=[CH:15][CH:16]=1)(=[O:23])=[O:24]. The yield is 0.480. (4) The reactants are C([N:8](CC1C=CC=CC=1)[CH2:9][C:10]([F:17])([F:16])[C:11]([O:13][CH2:14][CH3:15])=[O:12])C1C=CC=CC=1.[C:25]([OH:31])([C:27]([F:30])([F:29])[F:28])=[O:26]. The catalyst is CCO. The product is [OH:31][C:25]([C:27]([F:30])([F:29])[F:28])=[O:26].[NH2:8][CH2:9][C:10]([F:17])([F:16])[C:11]([O:13][CH2:14][CH3:15])=[O:12]. The yield is 0.940.